This data is from Catalyst prediction with 721,799 reactions and 888 catalyst types from USPTO. The task is: Predict which catalyst facilitates the given reaction. (1) Reactant: [H-].[Na+].[Cl:3][C:4]1[C:5]([CH3:10])=[N:6][O:7][C:8]=1[NH2:9].[CH2:11]([C:13]1[S:21][C:16]2=[N:17][CH:18]=[CH:19][CH:20]=[C:15]2[C:14]=1[S:22](Cl)(=[O:24])=[O:23])[CH3:12]. Product: [Cl:3][C:4]1[C:5]([CH3:10])=[N:6][O:7][C:8]=1[NH:9][S:22]([C:14]1[C:15]2[C:16](=[N:17][CH:18]=[CH:19][CH:20]=2)[S:21][C:13]=1[CH2:11][CH3:12])(=[O:24])=[O:23]. The catalyst class is: 1. (2) Reactant: [F:1][C:2]1[CH:28]=[CH:27][C:5]([CH2:6][CH:7]2[CH2:12][CH2:11][N:10]([C:13]([C:15]3[CH:16]=[C:17]4[CH:25]=[CH:24][N:23]([CH3:26])[C:18]4=[N:19][C:20]=3[O:21][CH3:22])=[O:14])[CH2:9][CH2:8]2)=[CH:4][CH:3]=1.[C:29](Cl)(=[O:33])[C:30](Cl)=[O:31].[NH:35]1[CH2:39][CH2:38][CH2:37][CH2:36]1.O. Product: [F:1][C:2]1[CH:28]=[CH:27][C:5]([CH2:6][CH:7]2[CH2:12][CH2:11][N:10]([C:13]([C:15]3[CH:16]=[C:17]4[C:25]([C:29](=[O:33])[C:30]([N:35]5[CH2:39][CH2:38][CH2:37][CH2:36]5)=[O:31])=[CH:24][N:23]([CH3:26])[C:18]4=[N:19][C:20]=3[O:21][CH3:22])=[O:14])[CH2:9][CH2:8]2)=[CH:4][CH:3]=1. The catalyst class is: 2. (3) Reactant: [CH3:1][O:2][C:3](=[O:18])[C:4]1[C:9]([CH3:10])=[CH:8][CH:7]=[C:6]([CH3:11])[C:5]=1[N:12]1[C:16](=[O:17])[NH:15][N:14]=[N:13]1.[CH3:19]N(C)C=O.C(=O)([O-])[O-].[K+].[K+].CI. Product: [CH3:1][O:2][C:3](=[O:18])[C:4]1[C:9]([CH3:10])=[CH:8][CH:7]=[C:6]([CH3:11])[C:5]=1[N:12]1[C:16](=[O:17])[N:15]([CH3:19])[N:14]=[N:13]1. The catalyst class is: 6.